Dataset: Ames mutagenicity test results for genotoxicity prediction. Task: Regression/Classification. Given a drug SMILES string, predict its toxicity properties. Task type varies by dataset: regression for continuous values (e.g., LD50, hERG inhibition percentage) or binary classification for toxic/non-toxic outcomes (e.g., AMES mutagenicity, cardiotoxicity, hepatotoxicity). Dataset: ames. (1) The drug is Cc1c2c(cc3ccccc13)-c1ccccc1C(O)C2O. The result is 1 (mutagenic). (2) The molecule is OC1C=Cc2c(c3cc4ccccc4cc3c3ccccc23)C1O. The result is 1 (mutagenic). (3) The result is 1 (mutagenic). The compound is O=[N+]([O-])c1ccc(Cl)cc1. (4) The molecule is CCc1ccccc1NC(=O)c1csc([N+](=O)[O-])c1. The result is 1 (mutagenic). (5) The compound is Nc1ccc(O)c([N+](=O)[O-])c1. The result is 1 (mutagenic). (6) The result is 1 (mutagenic). The compound is CC12C=CC(=O)C=C1CCC1C2C(=O)CC2(C)C1CCC2(O)C(=O)CO. (7) The drug is O=c1c(O)c(-c2ccc(O)cc2)oc2cc(O)cc(O)c12. The result is 1 (mutagenic). (8) The molecule is CC(=O)OC[C@H]1O[C@@H](Oc2cccc3c2C(=O)c2c(O)cccc2C3=O)[C@H](OC(C)=O)[C@@H](OC(C)=O)[C@@H]1OC(C)=O. The result is 1 (mutagenic). (9) The compound is CC(C)(C)CBr. The result is 0 (non-mutagenic). (10) The molecule is Cc1ccc(NN=NCc2ccc([N+](=O)[O-])cc2)cc1. The result is 1 (mutagenic).